This data is from Forward reaction prediction with 1.9M reactions from USPTO patents (1976-2016). The task is: Predict the product of the given reaction. (1) Given the reactants Cl[S:2]([C:5]1[CH:14]=[CH:13][CH:12]=[C:11]2[C:6]=1[CH:7]=[CH:8][CH:9]=[C:10]2[C:15]([OH:17])=[O:16])(=[O:4])=[O:3].C(N(CC)CC)C.[C:25]([O:29][C:30]([N:32]1[CH2:37][CH2:36][CH:35]([NH2:38])[CH2:34][CH2:33]1)=[O:31])([CH3:28])([CH3:27])[CH3:26], predict the reaction product. The product is: [C:25]([O:29][C:30]([N:32]1[CH2:37][CH2:36][CH:35]([NH:38][S:2]([C:5]2[C:6]3[C:11](=[C:10]([C:15]([OH:17])=[O:16])[CH:9]=[CH:8][CH:7]=3)[CH:12]=[CH:13][CH:14]=2)(=[O:4])=[O:3])[CH2:34][CH2:33]1)=[O:31])([CH3:28])([CH3:26])[CH3:27]. (2) Given the reactants [Al+3].[Cl-].[Cl-].[Cl-].C1(N(C)C)C=CC=CC=1.C([O:21][CH2:22][C@@H:23]([NH:39][S:40]([C:43]1[CH:48]=[CH:47][C:46]([Cl:49])=[C:45]([Cl:50])[CH:44]=1)(=[O:42])=[O:41])[C:24]1[N:28]([CH2:29][CH3:30])[C:27]([O:31][C:32]2[CH:37]=[CH:36][C:35]([F:38])=[CH:34][CH:33]=2)=[N:26][N:25]=1)C1C=CC=CC=1.CCOC(C)=O, predict the reaction product. The product is: [Cl:50][C:45]1[CH:44]=[C:43]([S:40]([NH:39][C@@H:23]([C:24]2[N:28]([CH2:29][CH3:30])[C:27]([O:31][C:32]3[CH:33]=[CH:34][C:35]([F:38])=[CH:36][CH:37]=3)=[N:26][N:25]=2)[CH2:22][OH:21])(=[O:41])=[O:42])[CH:48]=[CH:47][C:46]=1[Cl:49].